Dataset: Full USPTO retrosynthesis dataset with 1.9M reactions from patents (1976-2016). Task: Predict the reactants needed to synthesize the given product. (1) Given the product [NH2:14][C:5]1[C:4]([CH2:3][O:2][CH3:1])=[CH:13][CH:12]=[CH:11][C:6]=1[C:7]([O:9][CH3:10])=[O:8], predict the reactants needed to synthesize it. The reactants are: [CH3:1][O:2][CH2:3][C:4]1[C:5]([N+:14]([O-])=O)=[C:6]([CH:11]=[CH:12][CH:13]=1)[C:7]([O:9][CH3:10])=[O:8].C(N(C(C)C)CC)(C)C. (2) Given the product [F:11][C:12]1[CH:17]=[C:16]([CH3:18])[C:15]([S:19][CH2:20][C:21]([F:23])([F:24])[F:22])=[CH:14][C:13]=1[N:25]1[C:29]([C:30]([O:32][CH2:33][CH3:34])=[O:31])=[CH:28][C:27]([OH:35])=[N:26]1, predict the reactants needed to synthesize it. The reactants are: C(O)C.[O-]CC.[Na+].C(O)C.[F:11][C:12]1[CH:17]=[C:16]([CH3:18])[C:15]([S:19][CH2:20][C:21]([F:24])([F:23])[F:22])=[CH:14][C:13]=1[NH:25][NH2:26].[C:27](OCC)(=[O:35])/[CH:28]=[CH:29]\[C:30]([O:32][CH2:33][CH3:34])=[O:31]. (3) Given the product [NH2:2][CH2:1][C:3]1[CH:11]=[CH:10][C:6]([C:7]([OH:9])=[O:8])=[C:5]([F:12])[CH:4]=1, predict the reactants needed to synthesize it. The reactants are: [C:1]([C:3]1[CH:11]=[CH:10][C:6]([C:7]([OH:9])=[O:8])=[C:5]([F:12])[CH:4]=1)#[N:2]. (4) Given the product [CH2:21]([O:1][C:2]1[C:11]2[C:10](=[O:12])[O:9][C:8]([CH3:14])([CH3:13])[O:7][C:6]=2[CH:5]=[CH:4][CH:3]=1)[C:22]1[CH:27]=[CH:26][CH:25]=[CH:24][CH:23]=1, predict the reactants needed to synthesize it. The reactants are: [OH:1][C:2]1[C:11]2[C:10](=[O:12])[O:9][C:8]([CH3:14])([CH3:13])[O:7][C:6]=2[CH:5]=[CH:4][CH:3]=1.C(=O)([O-])[O-].[K+].[K+].[CH2:21](Br)[C:22]1[CH:27]=[CH:26][CH:25]=[CH:24][CH:23]=1. (5) Given the product [CH3:20][N:19]([CH3:21])/[C:15](=[N:7]/[C:5](=[O:6])[C:4]1[CH:8]=[C:9]([I:12])[C:10]([CH3:11])=[C:2]([F:1])[CH:3]=1)/[CH3:16], predict the reactants needed to synthesize it. The reactants are: [F:1][C:2]1[CH:3]=[C:4]([CH:8]=[C:9]([I:12])[C:10]=1[CH3:11])[C:5]([NH2:7])=[O:6].CO[C:15]([N:19]([CH3:21])[CH3:20])(OC)[CH3:16]. (6) The reactants are: [C:1]([O:4][C@@H:5]1[C@@H:19]([O:20][C:21](=[O:23])[CH3:22])[C@H:18]([O:24][C:25](=[O:27])[CH3:26])[CH2:17][S:16][C@H:6]1[O:7][C:8]1[C:9](Cl)=[N:10][CH:11]=[CH:12][C:13]=1[CH3:14])(=[O:3])[CH3:2].[N:28]1[CH:33]=[CH:32][CH:31]=[C:30](B(O)O)[CH:29]=1. Given the product [C:1]([O:4][C@@H:5]1[C@@H:19]([O:20][C:21](=[O:23])[CH3:22])[C@H:18]([O:24][C:25](=[O:27])[CH3:26])[CH2:17][S:16][C@H:6]1[O:7][C:8]1[C:9]([C:30]2[CH:29]=[N:28][CH:33]=[CH:32][CH:31]=2)=[N:10][CH:11]=[CH:12][C:13]=1[CH3:14])(=[O:3])[CH3:2], predict the reactants needed to synthesize it. (7) Given the product [C:1]([NH:5][S:6]([C:9]1[C:18]2[C:13](=[CH:14][CH:15]=[CH:16][CH:17]=2)[C:12]([C:19]2[O:23][CH:22]=[N:21][C:20]=2[C:24]([N:31]2[CH2:32][CH2:33][CH:28]([CH3:27])[CH2:29][CH2:30]2)=[O:25])=[CH:11][CH:10]=1)(=[O:7])=[O:8])([CH3:4])([CH3:3])[CH3:2], predict the reactants needed to synthesize it. The reactants are: [C:1]([NH:5][S:6]([C:9]1[C:18]2[C:13](=[CH:14][CH:15]=[CH:16][CH:17]=2)[C:12]([C:19]2[O:23][CH:22]=[N:21][C:20]=2[C:24](O)=[O:25])=[CH:11][CH:10]=1)(=[O:8])=[O:7])([CH3:4])([CH3:3])[CH3:2].[CH3:27][CH:28]1[CH2:33][CH2:32][NH:31][CH2:30][CH2:29]1.CN(C(ON1N=NC2C=CC=NC1=2)=[N+](C)C)C.F[P-](F)(F)(F)(F)F.CCN(C(C)C)C(C)C.